From a dataset of Full USPTO retrosynthesis dataset with 1.9M reactions from patents (1976-2016). Predict the reactants needed to synthesize the given product. (1) The reactants are: CS(O[CH2:6][CH2:7][C@H:8]1[CH2:19][CH2:18][C:17]2[S:16][C:15]3[N:14]=[CH:13][N:12]=[C:11]([O:20][CH:21]4[CH2:26][CH2:25][CH:24]([N:27]([CH3:36])[CH2:28][C:29](=[O:35])[N:30]5[CH2:34][CH2:33][CH2:32][CH2:31]5)[CH2:23][CH2:22]4)[C:10]=3[C:9]1=2)(=O)=O.[C-:37]#[N:38].[Na+]. Given the product [CH3:36][N:27]([CH2:28][C:29](=[O:35])[N:30]1[CH2:34][CH2:33][CH2:32][CH2:31]1)[CH:24]1[CH2:23][CH2:22][CH:21]([O:20][C:11]2[C:10]3[C:9]4[C@@H:8]([CH2:7][CH2:6][C:37]#[N:38])[CH2:19][CH2:18][C:17]=4[S:16][C:15]=3[N:14]=[CH:13][N:12]=2)[CH2:26][CH2:25]1, predict the reactants needed to synthesize it. (2) Given the product [F:37][C:38]1[CH:51]=[CH:50][C:41]([O:42][C:43]2[CH:48]=[CH:47][C:46]([NH:49][C:14](=[O:53])[NH:15][C@@H:16]([CH2:27][C:28]3[CH:33]=[CH:32][CH:31]=[CH:30][CH:29]=3)[C:17]([NH:19][CH2:20][CH2:21][N:22]3[CH2:26][CH2:25][CH2:24][CH2:23]3)=[O:18])=[CH:45][CH:44]=2)=[CH:40][CH:39]=1, predict the reactants needed to synthesize it. The reactants are: ClC1C=CC(OC2C=CC(N[C:14](=S)[NH:15][C@@H:16]([CH2:27][C:28]3[CH:33]=[CH:32][CH:31]=[CH:30][CH:29]=3)[C:17]([NH:19][CH2:20][CH2:21][N:22]3[CH2:26][CH2:25][CH2:24][CH2:23]3)=[O:18])=CC=2)=CC=1.[F:37][C:38]1[CH:51]=[CH:50][C:41]([O:42][C:43]2[CH:48]=[CH:47][C:46]([NH2:49])=[CH:45][CH:44]=2)=[CH:40][CH:39]=1.C(N1C=CN=C1)(N1C=CN=C1)=[O:53].CCOC(C)=O. (3) Given the product [OH2:11].[ClH:4].[ClH:2].[N:30]1[CH:31]=[CH:32][CH:33]=[C:28]([NH:27][C:25]([N:22]2[CH2:21][CH2:20][NH:19][CH2:24][CH2:23]2)=[O:26])[CH:29]=1.[OH2:46].[OH2:1].[ClH:4].[ClH:4].[N:38]1[CH:43]=[CH:42][CH:41]=[C:40]([NH:44][C:45]([N:47]2[CH2:48][CH2:49][N:50]([CH2:53][C:54]3[CH:59]=[CH:58][CH:57]=[C:56]([O:60][C:61]4[CH:62]=[CH:63][C:64]([C:67]([F:70])([F:68])[F:69])=[CH:65][CH:66]=4)[CH:55]=3)[CH2:51][CH2:52]2)=[O:46])[CH:39]=1, predict the reactants needed to synthesize it. The reactants are: [OH2:1].[ClH:2].Cl.[Cl:4]C1C=CC([O:11]C2C=C(C[N:19]3[CH2:24][CH2:23][N:22]([C:25]([NH:27][C:28]4[CH:29]=[N:30][CH:31]=[CH:32][CH:33]=4)=[O:26])[CH2:21][CH2:20]3)C=CC=2)=CC=1.O.O.Cl.Cl.[N:38]1[CH:43]=[CH:42][CH:41]=[C:40]([NH:44][C:45]([N:47]2[CH2:52][CH2:51][N:50]([CH2:53][C:54]3[CH:59]=[CH:58][CH:57]=[C:56]([O:60][C:61]4[CH:66]=[CH:65][C:64]([C:67]([F:70])([F:69])[F:68])=[CH:63][CH:62]=4)[CH:55]=3)[CH2:49][CH2:48]2)=[O:46])[CH:39]=1.